Dataset: Reaction yield outcomes from USPTO patents with 853,638 reactions. Task: Predict the reaction yield, written as a fraction of the theoretical maximum amount of product (1.0 means a 100% yield; for example, 0.34 means a 34% yield). (1) The reactants are Br[CH2:2][C:3]([C:5]1[CH:10]=[C:9]([F:11])[C:8]([O:12][CH3:13])=[C:7]([F:14])[CH:6]=1)=O.[NH2:15][C:16]([NH2:18])=[S:17].C([O-])(O)=O.[Na+]. The catalyst is CCO. The product is [F:14][C:7]1[CH:6]=[C:5]([C:3]2[N:15]=[C:16]([NH2:18])[S:17][CH:2]=2)[CH:10]=[C:9]([F:11])[C:8]=1[O:12][CH3:13]. The yield is 0.840. (2) The reactants are [F:1]C1N=CC=CC=1C(NC(C1C=CC=CC=1)CN1CCOCC1)=O.[ClH:25].Cl.[NH:27]1[C:31]2=[N:32][CH:33]=[CH:34][C:35]([O:36][C:37]3[CH:42]=[CH:41][C:40]([NH:43][C:44]4[N:59]=[CH:58][CH:57]=[CH:56][C:45]=4[C:46]([NH:48][C:49]4[CH:54]=[CH:53][CH:52]=[CH:51][C:50]=4[CH3:55])=[O:47])=[CH:39][C:38]=3[F:60])=[C:30]2[CH:29]=[CH:28]1. No catalyst specified. The product is [ClH:25].[NH:27]1[C:31]2=[N:32][CH:33]=[CH:34][C:35]([O:36][C:37]3[CH:42]=[CH:41][C:40]([NH:43][C:44]4[N:59]=[CH:58][CH:57]=[CH:56][C:45]=4[C:46]([NH:48][CH2:49][C:54]4[CH:53]=[CH:52][C:51]([F:1])=[CH:50][CH:55]=4)=[O:47])=[CH:39][C:38]=3[F:60])=[C:30]2[CH:29]=[CH:28]1. The yield is 0.130. (3) The reactants are [C:1]([C:5]1[CH:12]=[CH:11][C:8]([CH2:9]Br)=[CH:7][CH:6]=1)([CH3:4])([CH3:3])[CH3:2].[Br:13][C:14]1[CH:19]=[CH:18][C:17]([OH:20])=[C:16]([N+:21]([O-:23])=[O:22])[CH:15]=1.C(=O)([O-])[O-].[K+].[K+].CN(C)C=O. The catalyst is O. The product is [Br:13][C:14]1[CH:19]=[CH:18][C:17]([O:20][CH2:9][C:8]2[CH:11]=[CH:12][C:5]([C:1]([CH3:4])([CH3:3])[CH3:2])=[CH:6][CH:7]=2)=[C:16]([N+:21]([O-:23])=[O:22])[CH:15]=1. The yield is 0.970. (4) The reactants are [Si:1]([O:8][CH2:9][CH2:10][CH2:11][C:12]([OH:14])=O)([C:4]([CH3:7])([CH3:6])[CH3:5])([CH3:3])[CH3:2].CCN(C(C)C)C(C)C.C1C=CC2N(O)N=NC=2C=1.Cl.[CH:35]([C:38]1[CH:43]=[CH:42][C:41]([NH:44][NH2:45])=[CH:40][CH:39]=1)([CH3:37])[CH3:36]. The catalyst is CN(C=O)C.C(O)(=O)CC(CC(O)=O)(C(O)=O)O.CC(=O)OCC.C(Cl)CCl. The product is [CH:35]([C:38]1[CH:43]=[CH:42][C:41]([NH:44][NH:45][C:12](=[O:14])[CH2:11][CH2:10][CH2:9][O:8][Si:1]([C:4]([CH3:5])([CH3:6])[CH3:7])([CH3:2])[CH3:3])=[CH:40][CH:39]=1)([CH3:37])[CH3:36]. The yield is 0.550.